This data is from Full USPTO retrosynthesis dataset with 1.9M reactions from patents (1976-2016). The task is: Predict the reactants needed to synthesize the given product. (1) Given the product [C:7]([NH:11][N:12]=[C:22]([C:15]1[CH:16]=[CH:17][C:18]([F:21])=[C:19]([F:20])[C:14]=1[F:13])[CH3:23])([CH3:10])([CH3:9])[CH3:8], predict the reactants needed to synthesize it. The reactants are: C([O-])(=O)C.[Na+].Cl.[C:7]([NH:11][NH2:12])([CH3:10])([CH3:9])[CH3:8].[F:13][C:14]1[C:19]([F:20])=[C:18]([F:21])[CH:17]=[CH:16][C:15]=1[CH2:22][C:23](C1C=CC=CC=1)=O. (2) Given the product [OH:1][CH2:2][CH:3]1[CH2:12][N:7]2[CH2:8][CH2:9][N:10]([C:22]3[CH:23]=[CH:24][CH:25]=[C:20]([O:19][CH3:18])[N:21]=3)[CH2:11][CH:6]2[CH2:5][CH2:4]1, predict the reactants needed to synthesize it. The reactants are: [OH:1][CH2:2][CH:3]1[CH2:12][N:7]2[CH2:8][CH2:9][NH:10][CH2:11][CH:6]2[CH2:5][CH2:4]1.C([Li])CCC.[CH3:18][O:19][C:20]1[CH:25]=[CH:24][CH:23]=[C:22](OC)[N:21]=1.Cl. (3) The reactants are: [C:1](=O)([O-])[O-].[K+].[K+].[CH:7]1([CH2:10][N:11]2[C:17](=[O:18])[C@@H:16]([NH:19][C:20]([N:22]3[CH2:27][CH2:26][CH:25]([N:28]4[CH:32]=[C:31]([C:33]5[CH:38]=[CH:37][CH:36]=[CH:35][CH:34]=5)[NH:30][C:29]4=[O:39])[CH2:24][CH2:23]3)=[O:21])[CH2:15][NH:14][C@H:13]([C:40]3[CH:45]=[CH:44][CH:43]=[CH:42][CH:41]=3)[CH2:12]2)[CH2:9][CH2:8]1.IC. Given the product [CH:7]1([CH2:10][N:11]2[C:17](=[O:18])[C@H:16]([NH:19][C:20]([N:22]3[CH2:27][CH2:26][CH:25]([N:28]4[CH:32]=[C:31]([C:33]5[CH:34]=[CH:35][CH:36]=[CH:37][CH:38]=5)[NH:30][C:29]4=[O:39])[CH2:24][CH2:23]3)=[O:21])[CH2:15][N:14]([CH3:1])[C@@H:13]([C:40]3[CH:45]=[CH:44][CH:43]=[CH:42][CH:41]=3)[CH2:12]2)[CH2:9][CH2:8]1, predict the reactants needed to synthesize it. (4) Given the product [CH3:29][C:30]1[S:12][C:13]2[CH:22]=[CH:21][C:16]([C:17]([O:19][CH3:20])=[O:18])=[CH:15][C:14]=2[N:23]=1, predict the reactants needed to synthesize it. The reactants are: [CH3:20][O:19][C:17]([C:16]1[CH:21]=[CH:22][C:13]([S:12][S:12][C:13]2[CH:22]=[CH:21][C:16]([C:17]([O:19][CH3:20])=[O:18])=[CH:15][C:14]=2[N+:23]([O-])=O)=[C:14]([N+:23]([O-])=O)[CH:15]=1)=[O:18].[CH3:29][C:30](OCC1C2C(=CC=CC=2)C(COC(C)=O)=C2C=1C=CC=C2)=O.